From a dataset of Catalyst prediction with 721,799 reactions and 888 catalyst types from USPTO. Predict which catalyst facilitates the given reaction. Reactant: [F:1][C:2]1[CH:7]=[CH:6][C:5]([CH2:8][C:9]2[C:10]([N:16]3[CH2:22][C:21]4[CH:23]=[C:24](B5OC(C)(C)C(C)(C)O5)[CH:25]=[CH:26][C:20]=4[O:19][CH2:18][CH2:17]3)=[N:11][CH:12]=[N:13][C:14]=2[CH3:15])=[CH:4][CH:3]=1.C(=O)([O-])O.[K+].[NH2:41][C:42]1[C:47]([N+:48]([O-:50])=[O:49])=[CH:46][C:45](Br)=[CH:44][N:43]=1.CCN(C(C)C)C(C)C. Product: [F:1][C:2]1[CH:7]=[CH:6][C:5]([CH2:8][C:9]2[C:10]([N:16]3[CH2:22][C:21]4[CH:23]=[C:24]([C:45]5[CH:46]=[C:47]([N+:48]([O-:50])=[O:49])[C:42]([NH2:41])=[N:43][CH:44]=5)[CH:25]=[CH:26][C:20]=4[O:19][CH2:18][CH2:17]3)=[N:11][CH:12]=[N:13][C:14]=2[CH3:15])=[CH:4][CH:3]=1. The catalyst class is: 117.